This data is from Reaction yield outcomes from USPTO patents with 853,638 reactions. The task is: Predict the reaction yield, written as a fraction of the theoretical maximum amount of product (1.0 means a 100% yield; for example, 0.34 means a 34% yield). The reactants are C([O:3][C:4]([C:6]1([CH:12]=[CH2:13])[CH2:11][O:10][CH2:9][O:8][CH2:7]1)=[O:5])C.O.[OH-].[Li+]. The catalyst is O1CCCC1.CO.O. The product is [CH:12]([C:6]1([C:4]([OH:5])=[O:3])[CH2:7][O:8][CH2:9][O:10][CH2:11]1)=[CH2:13]. The yield is 0.950.